From a dataset of Merck oncology drug combination screen with 23,052 pairs across 39 cell lines. Regression. Given two drug SMILES strings and cell line genomic features, predict the synergy score measuring deviation from expected non-interaction effect. (1) Drug 1: CN1C(=O)C=CC2(C)C3CCC4(C)C(NC(=O)OCC(F)(F)F)CCC4C3CCC12. Drug 2: N#Cc1ccc(Cn2cncc2CN2CCN(c3cccc(Cl)c3)C(=O)C2)cc1. Cell line: ES2. Synergy scores: synergy=4.64. (2) Drug 1: O=C(CCCCCCC(=O)Nc1ccccc1)NO. Drug 2: CCc1cnn2c(NCc3ccc[n+]([O-])c3)cc(N3CCCCC3CCO)nc12. Cell line: OVCAR3. Synergy scores: synergy=-15.5. (3) Synergy scores: synergy=-8.86. Drug 1: COC12C(COC(N)=O)C3=C(C(=O)C(C)=C(N)C3=O)N1CC1NC12. Cell line: LNCAP. Drug 2: COC1=C2CC(C)CC(OC)C(O)C(C)C=C(C)C(OC(N)=O)C(OC)C=CC=C(C)C(=O)NC(=CC1=O)C2=O.